Task: Predict the reaction yield, written as a fraction of the theoretical maximum amount of product (1.0 means a 100% yield; for example, 0.34 means a 34% yield).. Dataset: Reaction yield outcomes from USPTO patents with 853,638 reactions (1) The reactants are [NH:1]1[C:9]2[C:4](=[CH:5][C:6]([C@H:10]([C:16]3[CH:21]=[CH:20][CH:19]=[CH:18][CH:17]=3)[C:11]([CH3:15])([CH3:14])[C:12]#[N:13])=[CH:7][CH:8]=2)[CH:3]=[N:2]1.[CH3:22][Si]([N-][Si](C)(C)C)(C)C.[Na+].CI.O. The catalyst is C1COCC1. The product is [CH3:14][C:11]([CH3:15])([C@H:10]([C:6]1[CH:5]=[C:4]2[C:9](=[CH:8][CH:7]=1)[N:1]([CH3:22])[N:2]=[CH:3]2)[C:16]1[CH:17]=[CH:18][CH:19]=[CH:20][CH:21]=1)[C:12]#[N:13]. The yield is 0.620. (2) The reactants are [O:1]1[CH2:6][CH:5]=[C:4]([C:7]2[CH:12]=[CH:11][C:10]([N:13]3[CH:18]=[C:17]([O:19][CH3:20])[C:16](=[O:21])[C:15]([C:22]4[N:26]([C:27]5[CH:32]=[CH:31][CH:30]=[CH:29][CH:28]=5)[N:25]=[CH:24][CH:23]=4)=[N:14]3)=[C:9]([F:33])[CH:8]=2)[CH2:3][CH2:2]1.C1COCC1. The catalyst is [Pd].CO. The product is [F:33][C:9]1[CH:8]=[C:7]([CH:4]2[CH2:3][CH2:2][O:1][CH2:6][CH2:5]2)[CH:12]=[CH:11][C:10]=1[N:13]1[CH:18]=[C:17]([O:19][CH3:20])[C:16](=[O:21])[C:15]([C:22]2[N:26]([C:27]3[CH:28]=[CH:29][CH:30]=[CH:31][CH:32]=3)[N:25]=[CH:24][CH:23]=2)=[N:14]1. The yield is 0.850. (3) The reactants are [OH:1][C@H:2]([CH2:28][CH:29]([CH3:31])[CH3:30])[C:3]([N:5]1[CH2:10][CH2:9][N:8]([C:11]2[C:20]3[C:15](=[CH:16][CH:17]=[CH:18][CH:19]=3)[N:14]=[C:13]([C:21]3[CH:26]=[CH:25][CH:24]=[CH:23][C:22]=3[OH:27])[N:12]=2)[CH2:7][CH2:6]1)=[O:4].CCOCC.[ClH:37]. The catalyst is C(Cl)Cl. The product is [ClH:37].[OH:1][C@H:2]([CH2:28][CH:29]([CH3:31])[CH3:30])[C:3]([N:5]1[CH2:10][CH2:9][N:8]([C:11]2[C:20]3[C:15](=[CH:16][CH:17]=[CH:18][CH:19]=3)[N:14]=[C:13]([C:21]3[CH:26]=[CH:25][CH:24]=[CH:23][C:22]=3[OH:27])[N:12]=2)[CH2:7][CH2:6]1)=[O:4]. The yield is 0.910. (4) The reactants are I.[Cl:2][C:3]1[N:4]=[CH:5][N:6]([C:8]2[N:13]=[CH:12][C:11]([NH:14][C:15](SC)=[NH:16])=[CH:10][C:9]=2[O:19][CH3:20])[CH:7]=1.[Cl:21][CH2:22][CH2:23][CH2:24][CH2:25][CH:26]([C:30]1[CH:35]=[CH:34][C:33]([F:36])=[CH:32][CH:31]=1)[C:27](O)=O.[NH2:37][NH2:38]. No catalyst specified. The product is [Cl:21][CH2:22][CH2:23][CH2:24][CH2:25][CH:26]([C:27]1[NH:38][N:37]=[C:15]([NH:14][C:11]2[CH:12]=[N:13][C:8]([N:6]3[CH:7]=[C:3]([Cl:2])[N:4]=[CH:5]3)=[C:9]([O:19][CH3:20])[CH:10]=2)[N:16]=1)[C:30]1[CH:35]=[CH:34][C:33]([F:36])=[CH:32][CH:31]=1. The yield is 0.477. (5) The reactants are [CH:1]1([N:4]2[C:8]([CH:9]=O)=[CH:7][N:6]=[C:5]2[C:11]2[CH:16]=[C:15]([Cl:17])[N:14]=[C:13]([Cl:18])[CH:12]=2)[CH2:3][CH2:2]1.C([C:21](CC)(CC)[CH:22](P(O)(O)=O)[C:23]([O-:25])=[O:24])C.[CH2:34]1CCN2C(=NCCC2)C[CH2:35]1. The product is [CH2:34]([O:25][C:23](=[O:24])[C:22]([CH3:21])=[CH:9][C:8]1[N:4]([CH:1]2[CH2:3][CH2:2]2)[C:5]([C:11]2[CH:16]=[C:15]([Cl:17])[N:14]=[C:13]([Cl:18])[CH:12]=2)=[N:6][CH:7]=1)[CH3:35]. The yield is 0.860. The catalyst is C(#N)C.O.